Task: Predict which catalyst facilitates the given reaction.. Dataset: Catalyst prediction with 721,799 reactions and 888 catalyst types from USPTO (1) Reactant: [ClH:1].[C:2]1([S:8]([CH2:11][C:12]2[C:17]([C:18]([OH:20])=[O:19])=[C:16]([O:21][CH2:22][CH2:23][NH:24]C(OC(C)(C)C)=O)[C:15]([C:32]3[CH:36]=[CH:35][O:34][CH:33]=3)=[CH:14][CH:13]=2)(=[O:10])=[O:9])[CH:7]=[CH:6][CH:5]=[CH:4][CH:3]=1. Product: [ClH:1].[NH2:24][CH2:23][CH2:22][O:21][C:16]1[C:15]([C:32]2[CH:36]=[CH:35][O:34][CH:33]=2)=[CH:14][CH:13]=[C:12]([CH2:11][S:8]([C:2]2[CH:7]=[CH:6][CH:5]=[CH:4][CH:3]=2)(=[O:10])=[O:9])[C:17]=1[C:18]([OH:20])=[O:19]. The catalyst class is: 12. (2) Reactant: [N+:1]([C:4]1[CH:11]=[CH:10][CH:9]=[CH:8][C:5]=1[CH2:6]Br)([O-:3])=[O:2].[NH2:12][CH2:13][CH2:14][OH:15].C(Cl)(Cl)Cl. Product: [N+:1]([C:4]1[CH:11]=[CH:10][CH:9]=[CH:8][C:5]=1[CH2:6][NH:12][CH2:13][CH2:14][OH:15])([O-:3])=[O:2]. The catalyst class is: 6.